From a dataset of Forward reaction prediction with 1.9M reactions from USPTO patents (1976-2016). Predict the product of the given reaction. Given the reactants [CH3:1][S:2]([CH3:5])(=[O:4])=[O:3].C[Si](C)(C)[N-][Si](C)(C)C.[Li+].[CH:16]1([S:19]([C:22]2[CH:27]=[CH:26][C:25]([CH:28]([C:36]3[NH:40][C:39]([C:41]4[N:46]=[CH:45][C:44]([CH:47]=[O:48])=[CH:43][CH:42]=4)=[CH:38][CH:37]=3)[CH2:29][CH:30]3[CH2:35][CH2:34][O:33][CH2:32][CH2:31]3)=[CH:24][CH:23]=2)(=[O:21])=[O:20])[CH2:18][CH2:17]1.O, predict the reaction product. The product is: [CH:16]1([S:19]([C:22]2[CH:23]=[CH:24][C:25]([CH:28]([C:36]3[NH:40][C:39]([C:41]4[N:46]=[CH:45][C:44]([CH:47]([OH:48])[CH2:1][S:2]([CH3:5])(=[O:4])=[O:3])=[CH:43][CH:42]=4)=[CH:38][CH:37]=3)[CH2:29][CH:30]3[CH2:31][CH2:32][O:33][CH2:34][CH2:35]3)=[CH:26][CH:27]=2)(=[O:21])=[O:20])[CH2:18][CH2:17]1.